This data is from Forward reaction prediction with 1.9M reactions from USPTO patents (1976-2016). The task is: Predict the product of the given reaction. (1) Given the reactants [Br:1][C:2]1[CH:3]=[CH:4][C:5]([C:8](O)=[O:9])=[N:6][CH:7]=1.B.CSC, predict the reaction product. The product is: [Br:1][C:2]1[CH:3]=[CH:4][C:5]([CH2:8][OH:9])=[N:6][CH:7]=1. (2) Given the reactants C([O:3][C:4]([C:6]1[CH:7]=[C:8]2[C:13](=[CH:14][CH:15]=1)[NH:12][CH:11]([C:16]1[CH:17]=[C:18]([C:22]3[CH:27]=[CH:26][C:25]([C:28](=[O:34])[NH:29][C:30]([CH3:33])([CH3:32])[CH3:31])=[CH:24][CH:23]=3)[CH:19]=[CH:20][CH:21]=1)[C:10]([CH3:36])([CH3:35])[CH2:9]2)=[O:5])C.[OH-].[Na+].Cl, predict the reaction product. The product is: [C:30]([NH:29][C:28]([C:25]1[CH:24]=[CH:23][C:22]([C:18]2[CH:19]=[CH:20][CH:21]=[C:16]([CH:11]3[C:10]([CH3:36])([CH3:35])[CH2:9][C:8]4[C:13](=[CH:14][CH:15]=[C:6]([C:4]([OH:5])=[O:3])[CH:7]=4)[NH:12]3)[CH:17]=2)=[CH:27][CH:26]=1)=[O:34])([CH3:33])([CH3:31])[CH3:32]. (3) Given the reactants [CH2:1]([O:5][C:6]1[CH:11]=[CH:10][C:9]([O:12][C:13]2[CH:18]=[CH:17][CH:16]=[CH:15][CH:14]=2)=[CH:8][CH:7]=1)[CH2:2][C:3]#[CH:4].C([O:21][C:22](=[O:41])[C@@H:23]([O:39][CH3:40])[CH2:24][C:25]1[CH:30]=[CH:29][C:28](OS(C(F)(F)F)(=O)=O)=[CH:27][CH:26]=1)C.[O-]S(C(F)(F)F)(=O)=O, predict the reaction product. The product is: [CH3:40][O:39][C@@H:23]([CH2:24][C:25]1[CH:30]=[CH:29][C:28]([C:4]#[C:3][CH2:2][CH2:1][O:5][C:6]2[CH:11]=[CH:10][C:9]([O:12][C:13]3[CH:18]=[CH:17][CH:16]=[CH:15][CH:14]=3)=[CH:8][CH:7]=2)=[CH:27][CH:26]=1)[C:22]([OH:41])=[O:21]. (4) Given the reactants Cl[C:2]1[N:11]=[C:10]2[C:5]([C:6](=[O:21])[C:7]([C:16]([O:18][CH2:19][CH3:20])=[O:17])=[CH:8][N:9]2[CH2:12][CH2:13][C:14]#[N:15])=[CH:4][C:3]=1[F:22].[NH:23]1[CH2:28][CH2:27][CH:26]([NH:29][C:30](=[O:36])[O:31][C:32]([CH3:35])([CH3:34])[CH3:33])[CH2:25][CH2:24]1, predict the reaction product. The product is: [C:32]([O:31][C:30]([NH:29][CH:26]1[CH2:25][CH2:24][N:23]([C:2]2[N:11]=[C:10]3[C:5]([C:6](=[O:21])[C:7]([C:16]([O:18][CH2:19][CH3:20])=[O:17])=[CH:8][N:9]3[CH2:12][CH2:13][C:14]#[N:15])=[CH:4][C:3]=2[F:22])[CH2:28][CH2:27]1)=[O:36])([CH3:35])([CH3:33])[CH3:34]. (5) Given the reactants Cl[C:2]1[CH:7]=[CH:6][C:5]([C:8]([NH:10][C:11]2[S:12][C:13]([N:21]3[CH2:26][CH2:25][O:24][CH2:23][CH2:22]3)=[C:14]([C:16]3[O:17][CH:18]=[CH:19][CH:20]=3)[N:15]=2)=[O:9])=[CH:4][N:3]=1.[NH:27]1[CH2:32][CH2:31][O:30][CH2:29][CH2:28]1, predict the reaction product. The product is: [O:17]1[CH:18]=[CH:19][CH:20]=[C:16]1[C:14]1[N:15]=[C:11]([NH:10][C:8]([C:5]2[CH:6]=[CH:7][C:2]([N:27]3[CH2:32][CH2:31][O:30][CH2:29][CH2:28]3)=[N:3][CH:4]=2)=[O:9])[S:12][C:13]=1[N:21]1[CH2:26][CH2:25][O:24][CH2:23][CH2:22]1. (6) Given the reactants CO[C:3]([C:5]1[N:6]([CH3:22])[N:7]=[C:8]([O:10][CH2:11][C:12]2[C:13]([CH2:18][CH2:19][CH2:20][CH3:21])=[N:14][O:15][C:16]=2[CH3:17])[CH:9]=1)=[O:4].[CH3:23][CH:24]([NH2:27])[CH2:25][OH:26], predict the reaction product. The product is: [OH:26][CH2:25][CH:24]([NH:27][C:3]([C:5]1[N:6]([CH3:22])[N:7]=[C:8]([O:10][CH2:11][C:12]2[C:13]([CH2:18][CH2:19][CH2:20][CH3:21])=[N:14][O:15][C:16]=2[CH3:17])[CH:9]=1)=[O:4])[CH3:23].